Task: Regression/Classification. Given a drug SMILES string, predict its absorption, distribution, metabolism, or excretion properties. Task type varies by dataset: regression for continuous measurements (e.g., permeability, clearance, half-life) or binary classification for categorical outcomes (e.g., BBB penetration, CYP inhibition). Dataset: cyp2c9_veith.. Dataset: CYP2C9 inhibition data for predicting drug metabolism from PubChem BioAssay (1) The drug is O=C(Nc1cccc(F)c1)N1CCCC2(CCN(C(=O)c3cc(C(F)(F)F)cc(C(F)(F)F)c3)CC2)C1. The result is 0 (non-inhibitor). (2) The compound is Cc1ccc(CSC(N)=Nc2ccccc2)cc1C. The result is 0 (non-inhibitor).